From a dataset of Full USPTO retrosynthesis dataset with 1.9M reactions from patents (1976-2016). Predict the reactants needed to synthesize the given product. (1) Given the product [CH3:9][O:8][C:6](=[O:7])[C:5]1[CH:10]=[CH:11][C:2]([B:16]2[O:17][C:18]([CH3:20])([CH3:19])[C:14]([CH3:30])([CH3:13])[O:15]2)=[CH:3][C:4]=1[F:12], predict the reactants needed to synthesize it. The reactants are: Br[C:2]1[CH:11]=[CH:10][C:5]([C:6]([O:8][CH3:9])=[O:7])=[C:4]([F:12])[CH:3]=1.[CH3:13][C:14]1([CH3:30])[C:18]([CH3:20])([CH3:19])[O:17][B:16]([B:16]2[O:17][C:18]([CH3:20])([CH3:19])[C:14]([CH3:30])([CH3:13])[O:15]2)[O:15]1.C([O-])(=O)C.[K+]. (2) Given the product [CH2:6]([O:79][C:76]([N:82]1[C@H:14]([C:12](=[O:13])[NH:11][C@H:1]2[C:10]3[C:5](=[CH:6][CH:7]=[CH:8][CH:9]=3)[CH2:4][CH2:3][CH2:2]2)[CH:18]=[C:17]([C:57]2[CH:58]=[C:53]3[C:54]([CH2:59][C@@H:50]([C:48](=[O:49])[NH:47][C@H:37]4[C:46]5[C:41](=[CH:17][CH:18]=[CH:14][CH:12]=5)[CH2:40][CH2:39][CH2:38]4)[N:51]([C:69]([O:71][C:72]([CH3:73])([CH3:74])[CH3:75])=[O:70])[CH2:52]3)=[CH:55][CH:56]=2)[CH2:16]1)=[O:77])[C:5]1[CH:4]=[CH:3][CH:2]=[CH:1][CH:10]=1, predict the reactants needed to synthesize it. The reactants are: [C@H:1]1([NH:11][C:12]([C@@H:14]2[CH:18]=[C:17](OS(C(F)(F)F)(=O)=O)[CH2:16]N2C(OCC2C=CC=CC=2)=O)=[O:13])[C:10]2[C:5](=[CH:6][CH:7]=[CH:8][CH:9]=2)[CH2:4][CH2:3][CH2:2]1.[C@H:37]1([NH:47][C:48]([C@@H:50]2[CH2:59][C:58]3[C:53](=[CH:54][C:55](B4OC(C)(C)C(C)(C)O4)=[CH:56][CH:57]=3)[CH2:52][N:51]2[C:69]([O:71][C:72]([CH3:75])([CH3:74])[CH3:73])=[O:70])=[O:49])[C:46]2[C:41](=CC=CC=2)[CH2:40][CH2:39][CH2:38]1.[C:76]([O-:79])([O-])=[O:77].[Na+].[Na+].[NH4+:82].[Cl-]. (3) Given the product [CH:28]1([NH:27][C:25](=[O:26])[C:24]2[CH:23]=[C:22]([N:18]3[CH:19]=[CH:20][N:21]=[C:16]([NH:15][C:12]4([C:6]5[CH:7]=[C:8]([F:11])[CH:9]=[CH:10][C:5]=5[O:4][CH2:3][CH2:2][NH:40][CH2:39][CH2:37][OH:38])[CH2:14][CH2:13]4)[C:17]3=[O:36])[C:33]([CH3:34])=[C:32]([F:35])[CH:31]=2)[CH2:30][CH2:29]1, predict the reactants needed to synthesize it. The reactants are: Cl[CH2:2][CH2:3][O:4][C:5]1[CH:10]=[CH:9][C:8]([F:11])=[CH:7][C:6]=1[C:12]1([NH:15][C:16]2[C:17](=[O:36])[N:18]([C:22]3[CH:23]=[C:24]([CH:31]=[C:32]([F:35])[C:33]=3[CH3:34])[C:25]([NH:27][CH:28]3[CH2:30][CH2:29]3)=[O:26])[CH:19]=[CH:20][N:21]=2)[CH2:14][CH2:13]1.[CH2:37]([CH2:39][NH2:40])[OH:38]. (4) Given the product [C:7]1([C:8]([O:33][C:29]([CH3:32])([CH3:31])[CH3:30])=[O:9])[CH:6]=[C:5]([C:3]([O:2][CH3:1])=[O:4])[CH:13]=[C:12]([C:14]([O:16][CH3:17])=[O:15])[CH:11]=1, predict the reactants needed to synthesize it. The reactants are: [CH3:1][O:2][C:3]([C:5]1[CH:6]=[C:7]([CH:11]=[C:12]([C:14]([O:16][CH3:17])=[O:15])[CH:13]=1)[C:8](O)=[O:9])=[O:4].S(Cl)(C1C=CC(C)=CC=1)(=O)=O.[C:29]([OH:33])([CH3:32])([CH3:31])[CH3:30].C(O)(=O)CC(CC(O)=O)(C(O)=O)O. (5) Given the product [ClH:33].[ClH:33].[NH2:8][C@H:12]([C:13]1[S:14][C:15]([C:18]2[CH:23]=[CH:22][CH:21]=[C:20]([Br:24])[N:19]=2)=[CH:16][N:17]=1)[CH2:11][OH:10], predict the reactants needed to synthesize it. The reactants are: C(OC([N:8]1[C@H:12]([C:13]2[S:14][C:15]([C:18]3[CH:23]=[CH:22][CH:21]=[C:20]([Br:24])[N:19]=3)=[CH:16][N:17]=2)[CH2:11][O:10]C1(C)C)=O)(C)(C)C.C(OCC)(=O)C.[ClH:33]. (6) Given the product [CH3:21][N:22]([CH3:28])[C@@H:23]1[CH2:27][CH2:26][N:25]([CH2:2][CH2:3][CH2:4][O:5][C:6]2[CH:11]=[CH:10][C:9]([C:12]3[CH:17]=[CH:16][C:15]([C:18]#[N:19])=[CH:14][C:13]=3[CH3:20])=[CH:8][CH:7]=2)[CH2:24]1, predict the reactants needed to synthesize it. The reactants are: Cl[CH2:2][CH2:3][CH2:4][O:5][C:6]1[CH:11]=[CH:10][C:9]([C:12]2[CH:17]=[CH:16][C:15]([C:18]#[N:19])=[CH:14][C:13]=2[CH3:20])=[CH:8][CH:7]=1.[CH3:21][N:22]([CH3:28])[C@@H:23]1[CH2:27][CH2:26][NH:25][CH2:24]1. (7) Given the product [OH:38][C@@H:33]1[CH2:34][CH2:35][CH2:36][CH2:37][C@H:32]1[NH:31][C:3]([C:4]1[CH:10]=[C:11]([C:13]2[CH:18]=[C:17]([C:19]([F:22])([F:21])[F:20])[CH:16]=[CH:15][C:14]=2[F:23])[N:30]([CH2:24][C@@H:25]2[CH2:26][CH2:27][CH2:28][O:29]2)[C:5]=1[CH3:6])=[O:8], predict the reactants needed to synthesize it. The reactants are: CO[C:3](=[O:8])[CH2:4][C:5](=O)[CH3:6].Br[CH2:10][C:11]([C:13]1[CH:18]=[C:17]([C:19]([F:22])([F:21])[F:20])[CH:16]=[CH:15][C:14]=1[F:23])=O.[CH2:24]([NH2:30])[C@H:25]1[O:29][CH2:28][CH2:27][CH2:26]1.[NH2:31][C@@H:32]1[CH2:37][CH2:36][CH2:35][CH2:34][C@H:33]1[OH:38]. (8) The reactants are: [OH:1]OS([O-])=O.[K+].[CH3:7][S:8][C:9]1[CH:14]=[CH:13][CH:12]=[CH:11][C:10]=1[CH2:15][C:16]#[N:17].O. Given the product [CH3:7][S:8]([C:9]1[CH:14]=[CH:13][CH:12]=[CH:11][C:10]=1[CH2:15][C:16]#[N:17])=[O:1], predict the reactants needed to synthesize it.